This data is from Full USPTO retrosynthesis dataset with 1.9M reactions from patents (1976-2016). The task is: Predict the reactants needed to synthesize the given product. (1) Given the product [CH:32]1([C:2]2[C:3]([NH:12][C@H:13]3[CH2:17][CH2:16][CH2:15][C@@H:14]3[NH:18][C:19](=[O:31])[C:20]3[CH:25]=[CH:24][CH:23]=[CH:22][C:21]=3[N:26]3[N:30]=[CH:29][CH:28]=[N:27]3)=[N:4][CH:5]=[C:6]([C:8]([F:11])([F:10])[F:9])[N:7]=2)[CH2:34][CH2:33]1, predict the reactants needed to synthesize it. The reactants are: Cl[C:2]1[C:3]([NH:12][C@H:13]2[CH2:17][CH2:16][CH2:15][C@@H:14]2[NH:18][C:19](=[O:31])[C:20]2[CH:25]=[CH:24][CH:23]=[CH:22][C:21]=2[N:26]2[N:30]=[CH:29][CH:28]=[N:27]2)=[N:4][CH:5]=[C:6]([C:8]([F:11])([F:10])[F:9])[N:7]=1.[CH:32]1(B(O)O)[CH2:34][CH2:33]1.C(=O)([O-])[O-].[K+].[K+]. (2) Given the product [NH2:27][C:2]1[N:7]=[C:6]([C:8]([O:10][CH3:11])=[O:9])[C:5]([O:12][CH3:13])=[N:4][CH:3]=1, predict the reactants needed to synthesize it. The reactants are: Br[C:2]1[N:7]=[C:6]([C:8]([O:10][CH3:11])=[O:9])[C:5]([O:12][CH3:13])=[N:4][CH:3]=1.C(=[NH:27])(C1C=CC=CC=1)C1C=CC=CC=1.CC(C)([O-])C.[Na+].Cl.[OH-].[Na+]. (3) Given the product [Br:1][C:2]1[CH:11]=[C:10]2[C:5]([C:6](=[O:18])[N:7]3[CH2:15][C:14]([CH3:16])([CH3:17])[CH2:13][CH:12]([F:20])[C:8]3=[N:9]2)=[CH:4][CH:3]=1, predict the reactants needed to synthesize it. The reactants are: [Br:1][C:2]1[CH:11]=[C:10]2[C:5]([C:6](=[O:18])[N:7]3[CH2:15][C:14]([CH3:17])([CH3:16])[CH2:13][CH2:12][C:8]3=[N:9]2)=[CH:4][CH:3]=1.[B-](F)(F)(F)[F:20].[B-](F)(F)(F)F.C1[N+]2(CCl)CC[N+](F)(CC2)C1. (4) Given the product [Cl:17][C:6]([OH:5])=[O:7].[C:1]([O:5][C:6]([N:8]1[CH2:13][CH2:12][CH:11]([OH:14])[CH2:10][CH2:9]1)=[O:7])([CH3:4])([CH3:2])[CH3:3], predict the reactants needed to synthesize it. The reactants are: [C:1]([O:5][C:6]([N:8]1[CH2:13][CH2:12][CH:11]([OH:14])[CH2:10][CH2:9]1)=[O:7])([CH3:4])([CH3:3])[CH3:2].C(Cl)([Cl:17])=O.C1(C)C=CC=CC=1. (5) Given the product [NH2:1][C:2]1[C:3]([C:13]([NH:17][NH:16][C:18](=[O:37])[C@H:19]([NH:26][C:27](=[O:36])[O:28][CH2:29][C:30]2[CH:31]=[CH:32][CH:33]=[CH:34][CH:35]=2)[C:20]2[CH:21]=[CH:22][CH:23]=[CH:24][CH:25]=2)=[O:15])=[N:4][C:5]([Br:12])=[C:6]([C:8]([F:9])([F:10])[F:11])[CH:7]=1, predict the reactants needed to synthesize it. The reactants are: [NH2:1][C:2]1[C:3]([C:13]([OH:15])=O)=[N:4][C:5]([Br:12])=[C:6]([C:8]([F:11])([F:10])[F:9])[CH:7]=1.[NH:16]([C:18](=[O:37])[C@H:19]([NH:26][C:27](=[O:36])[O:28][CH2:29][C:30]1[CH:35]=[CH:34][CH:33]=[CH:32][CH:31]=1)[C:20]1[CH:25]=[CH:24][CH:23]=[CH:22][CH:21]=1)[NH2:17].CN(C(ON1N=NC2C=CC=NC1=2)=[N+](C)C)C.F[P-](F)(F)(F)(F)F.CCOC(C)=O. (6) Given the product [CH3:1][C:2]1[CH:3]=[C:4]([N:8]2[C:12]([C:13]([F:15])([F:14])[F:16])=[C:11]([C:17]([NH:27][C:26]3[CH:28]=[CH:29][CH:30]=[C:24]([S:21]([CH3:20])(=[O:23])=[O:22])[CH:25]=3)=[O:18])[CH:10]=[N:9]2)[CH:5]=[CH:6][CH:7]=1, predict the reactants needed to synthesize it. The reactants are: [CH3:1][C:2]1[CH:3]=[C:4]([N:8]2[C:12]([C:13]([F:16])([F:15])[F:14])=[C:11]([C:17](O)=[O:18])[CH:10]=[N:9]2)[CH:5]=[CH:6][CH:7]=1.[CH3:20][S:21]([C:24]1[CH:25]=[C:26]([CH:28]=[CH:29][CH:30]=1)[NH2:27])(=[O:23])=[O:22].